Task: Predict the reactants needed to synthesize the given product.. Dataset: Full USPTO retrosynthesis dataset with 1.9M reactions from patents (1976-2016) (1) Given the product [NH2:1][C:4]1[CH:9]=[CH:8][C:7]([S:10]([NH:13][C:14]2[S:15][CH:16]=[N:17][N:18]=2)(=[O:12])=[O:11])=[CH:6][CH:5]=1, predict the reactants needed to synthesize it. The reactants are: [N+:1]([C:4]1[CH:9]=[CH:8][C:7]([S:10]([NH:13][C:14]2[S:15][CH:16]=[N:17][N:18]=2)(=[O:12])=[O:11])=[CH:6][CH:5]=1)([O-])=O.O. (2) Given the product [C:1]([C:3]1[CH:8]=[CH:7][C:6]([CH2:9][CH2:10][C:11]2[N:15]([CH3:16])[C:14]3[CH:17]=[CH:18][C:19]([NH:21][CH3:22])=[CH:20][C:13]=3[N:12]=2)=[CH:5][CH:4]=1)#[N:2], predict the reactants needed to synthesize it. The reactants are: [C:1]([C:3]1[CH:8]=[CH:7][C:6]([CH2:9][CH2:10][C:11]2[N:15]([CH3:16])[C:14]3[CH:17]=[CH:18][C:19]([NH:21][C:22](=O)C(F)(F)F)=[CH:20][C:13]=3[N:12]=2)=[CH:5][CH:4]=1)#[N:2].C(=O)([O-])[O-].[K+].[K+].CI. (3) Given the product [CH2:1]([C:3]1[S:11][C:6]2=[N:7][CH:8]=[CH:9][CH:10]=[C:5]2[C:4]=1[S:13]([Cl:12])(=[O:15])=[O:14])[CH3:2], predict the reactants needed to synthesize it. The reactants are: [CH2:1]([C:3]1[S:11][C:6]2=[N:7][CH:8]=[CH:9][CH:10]=[C:5]2[CH:4]=1)[CH3:2].[Cl:12][S:13](O)(=[O:15])=[O:14].P(Cl)(Cl)(Cl)=O.P(Cl)(Cl)(Cl)(Cl)Cl. (4) Given the product [I:1][C:2]1[CH:7]=[CH:6][C:5]([O:8][CH2:11][O:12][CH3:13])=[CH:4][CH:3]=1, predict the reactants needed to synthesize it. The reactants are: [I:1][C:2]1[CH:7]=[CH:6][C:5]([OH:8])=[CH:4][CH:3]=1.[H-].[Na+].[CH3:11][O:12][CH2:13]Cl.C(OC(=O)C)C.O.